This data is from Reaction yield outcomes from USPTO patents with 853,638 reactions. The task is: Predict the reaction yield, written as a fraction of the theoretical maximum amount of product (1.0 means a 100% yield; for example, 0.34 means a 34% yield). The reactants are [C:1]([NH:9][NH2:10])(=[O:8])[C:2]1[CH:7]=[CH:6][CH:5]=[CH:4][CH:3]=1.C([O-])([O-])=O.[K+].[K+].[C@@H]1(N)CCCC[C@H]1N.CCCCCCCCCCCC.I[C:38]1[CH:39]=[C:40]([CH3:45])[CH:41]=[C:42]([CH3:44])[CH:43]=1. The catalyst is [Cu]I.O1CCOCC1. The product is [C:1]([NH:9][NH:10][C:38]1[CH:43]=[C:42]([CH3:44])[CH:41]=[C:40]([CH3:45])[CH:39]=1)(=[O:8])[C:2]1[CH:7]=[CH:6][CH:5]=[CH:4][CH:3]=1. The yield is 0.640.